This data is from NCI-60 drug combinations with 297,098 pairs across 59 cell lines. The task is: Regression. Given two drug SMILES strings and cell line genomic features, predict the synergy score measuring deviation from expected non-interaction effect. Drug 1: CS(=O)(=O)OCCCCOS(=O)(=O)C. Drug 2: C(CN)CNCCSP(=O)(O)O. Cell line: NCI/ADR-RES. Synergy scores: CSS=7.69, Synergy_ZIP=1.85, Synergy_Bliss=0.246, Synergy_Loewe=2.57, Synergy_HSA=0.332.